This data is from Retrosynthesis with 50K atom-mapped reactions and 10 reaction types from USPTO. The task is: Predict the reactants needed to synthesize the given product. (1) Given the product ClCCn1ncc2cc(Br)ccc21, predict the reactants needed to synthesize it. The reactants are: Brc1ccc2[nH]ncc2c1.ClCCBr. (2) Given the product O=C(O)CCCNc1nc2ccccc2[nH]1, predict the reactants needed to synthesize it. The reactants are: CCOC(=O)CCCNc1nc2ccccc2[nH]1.